From a dataset of Full USPTO retrosynthesis dataset with 1.9M reactions from patents (1976-2016). Predict the reactants needed to synthesize the given product. (1) Given the product [O:15]1[C:14]2[CH:13]=[CH:12][CH:11]=[C:10]([C:7]([CH3:9])([CH3:8])[CH2:6][C:5]([C:19]([F:20])([F:22])[F:21])([OH:23])[CH2:4][OH:3])[C:18]=2[O:17][CH2:16]1, predict the reactants needed to synthesize it. The reactants are: C([O:3][C:4](=O)[C:5]([OH:23])([C:19]([F:22])([F:21])[F:20])[CH2:6][C:7]([C:10]1[C:18]2[O:17][CH2:16][O:15][C:14]=2[CH:13]=[CH:12][CH:11]=1)([CH3:9])[CH3:8])C.[H-].[Al+3].[Li+].[H-].[H-].[H-].C(=O)(O)[O-].[Na+]. (2) Given the product [F:13][C:3]1[C:2]([I:1])=[C:7]([O:8][CH3:9])[CH:6]=[CH:5][N:4]=1, predict the reactants needed to synthesize it. The reactants are: [I:1][C:2]1[C:3](N)=[N:4][CH:5]=[CH:6][C:7]=1[O:8][CH3:9].[H+].[B-](F)(F)(F)[F:13].N([O-])=O.[Na+].C([O-])([O-])=O.[Na+].[Na+].